This data is from Full USPTO retrosynthesis dataset with 1.9M reactions from patents (1976-2016). The task is: Predict the reactants needed to synthesize the given product. (1) The reactants are: CS([C:5]1[N:10]=[C:9]([NH:11][C@H:12]2[CH2:17][CH2:16][CH2:15][N:14]([S:18]([CH3:21])(=[O:20])=[O:19])[CH2:13]2)[C:8]([C:22]2[N:23]=[C:24]3[C:30]([C:31]#[N:32])=[CH:29][N:28](COCC[Si](C)(C)C)[C:25]3=[N:26][CH:27]=2)=[CH:7][N:6]=1)(=O)=O.O1CCOCC1.[CH3:47][NH:48][CH3:49].CS(C)(=O)=O. Given the product [CH3:47][N:48]([CH3:49])[C:5]1[N:10]=[C:9]([NH:11][C@H:12]2[CH2:17][CH2:16][CH2:15][N:14]([S:18]([CH3:21])(=[O:19])=[O:20])[CH2:13]2)[C:8]([C:22]2[N:23]=[C:24]3[C:30]([C:31]#[N:32])=[CH:29][NH:28][C:25]3=[N:26][CH:27]=2)=[CH:7][N:6]=1, predict the reactants needed to synthesize it. (2) Given the product [Cl:1][C:2]1[CH:3]=[C:4]([CH:9]=[C:10]([C:14]#[N:15])[C:11]=1[O:12][CH3:13])[C:5]([OH:7])=[O:6], predict the reactants needed to synthesize it. The reactants are: [Cl:1][C:2]1[CH:3]=[C:4]([CH:9]=[C:10]([C:14]#[N:15])[C:11]=1[O:12][CH3:13])[C:5]([O:7]C)=[O:6].O.[OH-].[Li+]. (3) Given the product [C:9](=[O:10])([O:7][CH:1]1[CH2:6][CH2:5][CH2:4][CH2:3][CH2:2]1)[O:11][CH:12]([Cl:14])[CH3:13], predict the reactants needed to synthesize it. The reactants are: [CH:1]1([OH:7])[CH2:6][CH2:5][CH2:4][CH2:3][CH2:2]1.Cl[C:9]([O:11][CH:12]([Cl:14])[CH3:13])=[O:10].[Cl-].[Na+]. (4) Given the product [CH3:1][N:2]1[CH:6]=[C:5]([C:7]2[C:15]3[C:10](=[N:11][CH:12]=[C:13]([S:36][CH2:33][CH2:34][CH3:35])[CH:14]=3)[N:9]([CH2:25][O:26][CH2:27][CH2:28][Si:29]([CH3:32])([CH3:31])[CH3:30])[CH:8]=2)[CH:4]=[N:3]1, predict the reactants needed to synthesize it. The reactants are: [CH3:1][N:2]1[CH:6]=[C:5]([C:7]2[C:15]3[C:10](=[N:11][CH:12]=[C:13](B4OC(C)(C)C(C)(C)O4)[CH:14]=3)[N:9]([CH2:25][O:26][CH2:27][CH2:28][Si:29]([CH3:32])([CH3:31])[CH3:30])[CH:8]=2)[CH:4]=[N:3]1.[CH2:33]([SH:36])[CH2:34][CH3:35].N1C=CC=CC=1. (5) Given the product [C:4]([C:8]1[CH:35]=[CH:34][C:11]([CH2:12][N:13]2[C:21]3[C:16](=[CH:17][C:18]([C:22]4[CH:27]=[CH:26][CH:25]=[C:24]([CH3:28])[CH:23]=4)=[CH:19][CH:20]=3)[C:15]([CH2:29][C:30]([OH:32])=[O:31])=[CH:14]2)=[CH:10][CH:9]=1)([CH3:7])([CH3:5])[CH3:6], predict the reactants needed to synthesize it. The reactants are: O.NN.[C:4]([C:8]1[CH:35]=[CH:34][C:11]([CH2:12][N:13]2[C:21]3[C:16](=[CH:17][C:18]([C:22]4[CH:27]=[CH:26][CH:25]=[C:24]([CH3:28])[CH:23]=4)=[CH:19][CH:20]=3)[C:15]([C:29](=O)[C:30]([OH:32])=[O:31])=[CH:14]2)=[CH:10][CH:9]=1)([CH3:7])([CH3:6])[CH3:5].C[O-].[Na+]. (6) Given the product [CH3:17][O:18][C:19]1[CH:20]=[C:21]([C:27]2[CH2:28][CH2:29][C:30](=[O:39])[N:31]([CH:33]3[CH2:34][CH2:35][N:36]([S:10]([C:5]4[CH:6]=[CH:7][CH:8]=[CH:9][C:4]=4[O:3][C:2]([F:15])([F:14])[F:1])(=[O:12])=[O:11])[CH2:37][CH2:38]3)[N:32]=2)[CH:22]=[CH:23][C:24]=1[O:25][CH3:26], predict the reactants needed to synthesize it. The reactants are: [F:1][C:2]([F:15])([F:14])[O:3][C:4]1[CH:9]=[CH:8][CH:7]=[CH:6][C:5]=1[S:10](Cl)(=[O:12])=[O:11].Cl.[CH3:17][O:18][C:19]1[CH:20]=[C:21]([C:27]2[CH:28](C)[CH2:29][C:30](=[O:39])[N:31]([CH:33]3[CH2:38][CH2:37][NH:36][CH2:35][CH2:34]3)[N:32]=2)[CH:22]=[CH:23][C:24]=1[O:25][CH3:26].C(N1CCC(N2C(=O)CC(C)C(C3C=CC(OC)=C(OC)C=3)=N2)CC1)(=O)C. (7) Given the product [C:13]([C:17]1[CH:30]=[CH:29][C:20]([CH2:21][C:22]2([NH2:28])[CH2:27][CH2:26][N:25]([C:2]3[N:7]=[CH:6][N:5]=[C:4]4[NH:8][N:9]=[CH:10][C:3]=34)[CH2:24][CH2:23]2)=[CH:19][CH:18]=1)([CH3:16])([CH3:14])[CH3:15], predict the reactants needed to synthesize it. The reactants are: Cl[C:2]1[N:7]=[CH:6][N:5]=[C:4]2[NH:8][N:9]=[CH:10][C:3]=12.Cl.Cl.[C:13]([C:17]1[CH:30]=[CH:29][C:20]([CH2:21][C:22]2([NH2:28])[CH2:27][CH2:26][NH:25][CH2:24][CH2:23]2)=[CH:19][CH:18]=1)([CH3:16])([CH3:15])[CH3:14].C(N(CC)CC)C.